The task is: Predict the reactants needed to synthesize the given product.. This data is from Full USPTO retrosynthesis dataset with 1.9M reactions from patents (1976-2016). (1) The reactants are: [CH:1]1([CH2:6][CH:7]([N:11]2[N:20]=[CH:19][C:18]3[C:13](=[CH:14][CH:15]=[CH:16][CH:17]=3)[C:12]2=[O:21])[C:8]([OH:10])=O)[CH2:5][CH2:4][CH2:3][CH2:2]1.C(N(CC)C(C)C)(C)C.[B-](F)(F)(F)F.CN(C(ON1C(=O)CCC1=O)=[N+](C)C)C.[S:51]1[CH:55]=[CH:54][N:53]=[C:52]1[NH2:56]. Given the product [CH:1]1([CH2:6][CH:7]([N:11]2[N:20]=[CH:19][C:18]3[C:13](=[CH:14][CH:15]=[CH:16][CH:17]=3)[C:12]2=[O:21])[C:8]([NH:56][C:52]2[S:51][CH:55]=[CH:54][N:53]=2)=[O:10])[CH2:2][CH2:3][CH2:4][CH2:5]1, predict the reactants needed to synthesize it. (2) The reactants are: C1C2C(COC([NH:18][C:19]3[CH:45]=[CH:44][C:22]([C:23]([NH:25][NH:26][C@H:27]([C:37]([O:39][C:40]([CH3:43])([CH3:42])[CH3:41])=[O:38])[CH2:28][CH2:29][C:30]([O:32][C:33]([CH3:36])([CH3:35])[CH3:34])=[O:31])=[O:24])=[C:21]([N+:46]([O-:48])=[O:47])[CH:20]=3)=O)C3C(=CC=CC=3)C=2C=CC=1. Given the product [C:40]([O:39][C:37](=[O:38])[C@H:27]([CH2:28][CH2:29][C:30]([O:32][C:33]([CH3:36])([CH3:35])[CH3:34])=[O:31])[NH:26][NH:25][C:23](=[O:24])[C:22]1[CH:44]=[CH:45][C:19]([NH2:18])=[CH:20][C:21]=1[N+:46]([O-:48])=[O:47])([CH3:42])([CH3:43])[CH3:41], predict the reactants needed to synthesize it. (3) Given the product [CH2:1]([C:8]1[CH:9]=[CH:10][C:11]([NH:14][C:15]2[C:16]([C:17]([NH:25][C@@H:26]3[CH2:31][CH2:30][C@H:29]([NH:32][C:33]([C:35]4[N:36]=[C:37]5[CH:42]=[CH:41][C:40]([F:43])=[CH:39][N:38]5[CH:44]=4)=[O:34])[CH2:28][CH2:27]3)=[O:19])=[CH:20][C:21]([F:24])=[CH:22][N:23]=2)=[CH:12][CH:13]=1)[C:2]1[CH:3]=[CH:4][CH:5]=[CH:6][CH:7]=1, predict the reactants needed to synthesize it. The reactants are: [CH2:1]([C:8]1[CH:13]=[CH:12][C:11]([NH:14][C:15]2[N:23]=[CH:22][C:21]([F:24])=[CH:20][C:16]=2[C:17]([OH:19])=O)=[CH:10][CH:9]=1)[C:2]1[CH:7]=[CH:6][CH:5]=[CH:4][CH:3]=1.[NH2:25][CH:26]1[CH2:31][CH2:30][CH:29]([NH:32][C:33]([C:35]2[N:36]=[C:37]3[CH:42]=[CH:41][C:40]([F:43])=[CH:39][N:38]3[CH:44]=2)=[O:34])[CH2:28][CH2:27]1. (4) The reactants are: Cl[C:2]1[C:7]2[CH2:8][N:9]([CH:12]([C:14]3[CH:15]=[N:16][C:17]([O:21][CH2:22][C:23]([F:26])([F:25])[F:24])=[C:18]([Cl:20])[CH:19]=3)[CH3:13])[C:10](=[O:11])[C:6]=2[CH:5]=[CH:4][N:3]=1.C1(P(C2C=CC=CC=2)CCCP(C2C=CC=CC=2)C2C=CC=CC=2)C=CC=CC=1.C(N(CC)CC)C.CN([CH:66]=[O:67])C.[CH3:68][CH2:69][OH:70]. Given the product [Cl:20][C:18]1[CH:19]=[C:14]([CH:12]([N:9]2[C:10](=[O:11])[C:6]3[CH:5]=[CH:4][N:3]=[C:2]([C:66]([O:70][CH2:69][CH3:68])=[O:67])[C:7]=3[CH2:8]2)[CH3:13])[CH:15]=[N:16][C:17]=1[O:21][CH2:22][C:23]([F:26])([F:25])[F:24], predict the reactants needed to synthesize it. (5) Given the product [CH3:7][O:8][C:9]1[CH:10]=[CH:11][C:12]([C:15]2[C:23]3[C:22]([O:24][C@@H:25]4[CH2:30][CH2:29][CH2:28][C@H:27]([O:31][CH2:40][CH2:39][C:38]#[N:41])[CH2:26]4)=[N:21][CH:20]=[N:19][C:18]=3[O:17][C:16]=2[C:32]2[CH:33]=[CH:34][CH:35]=[CH:36][CH:37]=2)=[CH:13][CH:14]=1, predict the reactants needed to synthesize it. The reactants are: CC(C)([O-])C.[K+].[CH3:7][O:8][C:9]1[CH:14]=[CH:13][C:12]([C:15]2[C:23]3[C:22]([O:24][C@@H:25]4[CH2:30][CH2:29][CH2:28][C@H:27]([OH:31])[CH2:26]4)=[N:21][CH:20]=[N:19][C:18]=3[O:17][C:16]=2[C:32]2[CH:37]=[CH:36][CH:35]=[CH:34][CH:33]=2)=[CH:11][CH:10]=1.[C:38](#[N:41])[CH:39]=[CH2:40]. (6) Given the product [F:1][C:2]1[CH:3]=[C:4]2[C:9](=[C:10]([F:12])[CH:11]=1)[O:8][CH2:7][C@H:6]([N:13]1[C:17]([CH2:18][C:19]([OH:21])=[O:20])=[CH:16][NH:15][C:14]1=[S:24])[CH2:5]2, predict the reactants needed to synthesize it. The reactants are: [F:1][C:2]1[CH:3]=[C:4]2[C:9](=[C:10]([F:12])[CH:11]=1)[O:8][CH2:7][C@H:6]([N:13]1[C:17]([CH2:18][C:19]([O:21]CC)=[O:20])=[CH:16][NH:15][C:14]1=[S:24])[CH2:5]2.[OH-].[Na+].O. (7) Given the product [CH3:29][N:28]([CH3:30])[C:26]([C:3]1[C:2]([C:35]2[CH:34]=[N:33][N:32]([CH3:31])[CH:36]=2)=[CH:17][C:6]([C:7]([O:9][CH2:10][C:11]2[CH:16]=[CH:15][CH:14]=[CH:13][CH:12]=2)=[O:8])=[C:5]([O:18][CH2:19][C:20]2[CH:25]=[CH:24][CH:23]=[CH:22][CH:21]=2)[CH:4]=1)=[O:27], predict the reactants needed to synthesize it. The reactants are: Br[C:2]1[C:3]([C:26]([N:28]([CH3:30])[CH3:29])=[O:27])=[CH:4][C:5]([O:18][CH2:19][C:20]2[CH:25]=[CH:24][CH:23]=[CH:22][CH:21]=2)=[C:6]([CH:17]=1)[C:7]([O:9][CH2:10][C:11]1[CH:16]=[CH:15][CH:14]=[CH:13][CH:12]=1)=[O:8].[CH3:31][N:32]1[CH:36]=[C:35](B2OC(C)(C)C(C)(C)O2)[CH:34]=[N:33]1.P([O-])([O-])([O-])=O.[K+].[K+].[K+].C(OCC)(=O)C. (8) The reactants are: Cl[S:2](Cl)(=[O:4])=[O:3].[OH2:6].[NH3:7].[CH2:8]([N:10]([CH2:13][CH3:14])[CH2:11][CH3:12])[CH3:9].[CH2:15]1[CH2:19]O[CH2:17][CH2:16]1. Given the product [C:8]([N:10]1[CH2:13][CH2:14][CH:17]([CH2:16][C:15]2[CH:19]=[CH:17][C:16]([S:2]([NH2:7])(=[O:4])=[O:3])=[CH:15][CH:19]=2)[CH2:12][CH2:11]1)(=[O:6])[CH3:9], predict the reactants needed to synthesize it. (9) Given the product [NH2:9][C@@H:10]([CH3:28])[C:11]([NH:13][C@@:14]1([C:25]([OH:27])=[O:26])[CH2:21][C:18]2([CH2:19][CH2:20]2)[C@@H:17]2[C@H:15]1[C@H:16]2[C:22]([OH:24])=[O:23])=[O:12], predict the reactants needed to synthesize it. The reactants are: Cl.C(OC([NH:9][C@@H:10]([CH3:28])[C:11]([NH:13][C@@:14]1([C:25]([OH:27])=[O:26])[CH2:21][C:18]2([CH2:20][CH2:19]2)[C@@H:17]2[C@H:15]1[C@H:16]2[C:22]([OH:24])=[O:23])=[O:12])=O)(C)(C)C.[OH-].[Na+]. (10) Given the product [CH3:8][N:6]([CH3:7])[CH2:4][CH2:3][C@@H:2]([NH2:1])[CH2:9][S:10][C:11]1[CH:12]=[CH:13][CH:14]=[CH:15][CH:16]=1, predict the reactants needed to synthesize it. The reactants are: [NH2:1][C@@H:2]([CH2:9][S:10][C:11]1[CH:16]=[CH:15][CH:14]=[CH:13][CH:12]=1)[CH2:3][C:4]([N:6]([CH3:8])[CH3:7])=O.CO.Cl.